Predict the reactants needed to synthesize the given product. From a dataset of Full USPTO retrosynthesis dataset with 1.9M reactions from patents (1976-2016). Given the product [CH2:36]([N:28]([CH2:27][CH2:26][O:25][C:23]([O:17][CH2:16][CH2:15][C:13]1[C:12]2[C:7]([CH:6]=[C:5]3[C:14]=1[CH:1]=[CH:2][CH:3]=[CH:4]3)=[CH:8][CH:9]=[CH:10][CH:11]=2)=[O:24])[C:29](=[O:30])[O:31][C:32]([CH3:34])([CH3:35])[CH3:33])[CH:37]=[CH2:38].[C:23](=[O:24])([OH:25])[OH:39], predict the reactants needed to synthesize it. The reactants are: [CH:1]1[C:14]2[C:5](=[CH:6][C:7]3[C:12]([C:13]=2[CH2:15][CH2:16][OH:17])=[CH:11][CH:10]=[CH:9][CH:8]=3)[CH:4]=[CH:3][CH:2]=1.N1([C:23]([O:25][CH2:26][CH2:27][N:28]([CH2:36][CH:37]=[CH2:38])[C:29]([O:31][C:32]([CH3:35])([CH3:34])[CH3:33])=[O:30])=[O:24])C=CN=C1.[OH-:39].[K+].